From a dataset of Reaction yield outcomes from USPTO patents with 853,638 reactions. Predict the reaction yield, written as a fraction of the theoretical maximum amount of product (1.0 means a 100% yield; for example, 0.34 means a 34% yield). (1) The reactants are [F:1][C:2]1[CH:7]=[C:6]([CH3:8])[C:5]([N+:9]([O-:11])=[O:10])=[CH:4][C:3]=1[N+:12]([O-:14])=[O:13].C[C:16]([N:18]([CH3:20])[CH3:19])=O.CN(C=O)C. The catalyst is O. The product is [F:1][C:2]1[C:3]([N+:12]([O-:14])=[O:13])=[CH:4][C:5]([N+:9]([O-:11])=[O:10])=[C:6](/[CH:8]=[CH:16]/[N:18]([CH3:20])[CH3:19])[CH:7]=1. The yield is 0.630. (2) The reactants are O.[O:2]1[CH2:7][CH:6]=[C:5]([C:8]2[N:13]=[C:12]([C:14]3[CH:19]=[CH:18][C:17]([N+:20]([O-])=O)=[CH:16][CH:15]=3)[N:11]=[C:10]([N:23]3[CH:28]4[CH2:29][CH2:30][CH:24]3[CH2:25][O:26][CH2:27]4)[N:9]=2)[CH2:4][CH2:3]1. The catalyst is C(O)(=O)C.C(OCC)(=O)C.[Fe]. The product is [CH:24]12[N:23]([C:10]3[N:9]=[C:8]([C:5]4[CH2:6][CH2:7][O:2][CH2:3][CH:4]=4)[N:13]=[C:12]([C:14]4[CH:15]=[CH:16][C:17]([NH2:20])=[CH:18][CH:19]=4)[N:11]=3)[CH:28]([CH2:29][CH2:30]1)[CH2:27][O:26][CH2:25]2. The yield is 0.740. (3) The reactants are [NH2:1][C:2]1[CH:7]=[CH:6][C:5]([CH:8]2[C:17]([CH3:19])([CH3:18])[CH2:16][C:15]3[C:10](=[CH:11][CH:12]=[C:13]([C:20]([OH:22])=[O:21])[CH:14]=3)[NH:9]2)=[CH:4][CH:3]=1.[F:23][C:24]1[CH:29]=[CH:28][CH:27]=[CH:26][C:25]=1[S:30](Cl)(=[O:32])=[O:31]. The catalyst is N1C=CC=CC=1. The product is [F:23][C:24]1[CH:29]=[CH:28][CH:27]=[CH:26][C:25]=1[S:30]([NH:1][C:2]1[CH:3]=[CH:4][C:5]([CH:8]2[C:17]([CH3:18])([CH3:19])[CH2:16][C:15]3[C:10](=[CH:11][CH:12]=[C:13]([C:20]([OH:22])=[O:21])[CH:14]=3)[NH:9]2)=[CH:6][CH:7]=1)(=[O:32])=[O:31]. The yield is 0.620. (4) The reactants are [NH2:1][C:2]1([CH2:18][OH:19])[C:15]2[C:10](=[N:11][CH:12]=[C:13]([Br:16])[CH:14]=2)[O:9][C:8]2[C:3]1=[CH:4][C:5]([I:17])=[CH:6][CH:7]=2.Br[CH2:21][C:22]#[N:23].CC(C)([O-])C.[Li+]. The catalyst is C1COCC1. The product is [NH2:1][C:2]1([CH2:18][O:19][CH2:21][C:22]#[N:23])[C:15]2[C:10](=[N:11][CH:12]=[C:13]([Br:16])[CH:14]=2)[O:9][C:8]2[C:3]1=[CH:4][C:5]([I:17])=[CH:6][CH:7]=2. The yield is 0.512. (5) The reactants are [CH3:1][O:2][C:3]1[CH:4]=[C:5]([N:12]2[CH2:17][CH2:16][CH:15]([N:18]3[CH2:23][CH2:22][P:21](=[O:25])([CH3:24])[CH2:20][CH2:19]3)[CH2:14][CH2:13]2)[CH:6]=[CH:7][C:8]=1[N+:9]([O-])=O. The catalyst is [Pd].C(O)C. The product is [CH3:1][O:2][C:3]1[CH:4]=[C:5]([N:12]2[CH2:17][CH2:16][CH:15]([N:18]3[CH2:19][CH2:20][P:21]([CH3:24])(=[O:25])[CH2:22][CH2:23]3)[CH2:14][CH2:13]2)[CH:6]=[CH:7][C:8]=1[NH2:9]. The yield is 0.980. (6) The reactants are [OH:1][C:2]1[C:3]([C:10]([NH:12][C@H:13]2[CH2:21][CH2:20][CH2:19][C@H:18]([CH2:22][C:23]3[CH:28]=[CH:27][C:26]([CH3:29])=[CH:25][CH:24]=3)[C@@H:17]([O:30][CH2:31][CH2:32][CH2:33][C:34]([F:37])([F:36])[F:35])[C@H:16]([CH3:38])[O:15][C:14]2=[O:39])=[O:11])=[N:4][CH:5]=[CH:6][C:7]=1[O:8][CH3:9].C([O-])([O-])=O.[Na+].[Na+].[Na+].[I-].[CH2:48]([O:50][CH2:51][C:52]([O:54][CH2:55]Cl)=[O:53])[CH3:49]. The catalyst is CC(C)=O. The product is [CH2:48]([O:50][CH2:51][C:52]([O:54][CH2:55][O:1][C:2]1[C:3]([C:10](=[O:11])[NH:12][C@H:13]2[CH2:21][CH2:20][CH2:19][C@H:18]([CH2:22][C:23]3[CH:24]=[CH:25][C:26]([CH3:29])=[CH:27][CH:28]=3)[C@@H:17]([O:30][CH2:31][CH2:32][CH2:33][C:34]([F:37])([F:36])[F:35])[C@H:16]([CH3:38])[O:15][C:14]2=[O:39])=[N:4][CH:5]=[CH:6][C:7]=1[O:8][CH3:9])=[O:53])[CH3:49]. The yield is 0.520. (7) The reactants are FC1C=C2C(C(I)=CN2S(C2C=CC=CC=2)(=O)=O)=CC=1.[CH3:21][C:22]1[C:26]([C:27]2[C:35]3[C:30](=[CH:31][C:32]([F:36])=[CH:33][CH:34]=3)[N:29](S(C3C=CC=CC=3)(=O)=O)[CH:28]=2)=[C:25]([CH3:46])[N:24]([CH2:47][CH2:48][S:49]([CH3:52])(=[O:51])=[O:50])[N:23]=1. No catalyst specified. The product is [CH3:21][C:22]1[C:26]([C:27]2[C:35]3[C:30](=[CH:31][C:32]([F:36])=[CH:33][CH:34]=3)[NH:29][CH:28]=2)=[C:25]([CH3:46])[N:24]([CH2:47][CH2:48][S:49]([CH3:52])(=[O:51])=[O:50])[N:23]=1. The yield is 0.540. (8) The catalyst is O. The reactants are [Cl:1][C:2]1[CH:20]=[C:19]([CH2:21]Cl)[CH:18]=[CH:17][C:3]=1[O:4][CH2:5][C:6]1[N:7]=[C:8]([C:12]2[O:13][CH:14]=[CH:15][CH:16]=2)[O:9][C:10]=1[CH3:11].[CH2:23]([N:30]1[CH:34]=[C:33]([C:35]([O:37][CH2:38][CH3:39])=[O:36])[C:32]([OH:40])=[N:31]1)[C:24]1[CH:29]=[CH:28][CH:27]=[CH:26][CH:25]=1.C(=O)([O-])[O-].[K+].[K+].CN(C)C=O. The product is [CH2:23]([N:30]1[CH:34]=[C:33]([C:35]([O:37][CH2:38][CH3:39])=[O:36])[C:32]([O:40][CH2:21][C:19]2[CH:18]=[CH:17][C:3]([O:4][CH2:5][C:6]3[N:7]=[C:8]([C:12]4[O:13][CH:14]=[CH:15][CH:16]=4)[O:9][C:10]=3[CH3:11])=[C:2]([Cl:1])[CH:20]=2)=[N:31]1)[C:24]1[CH:25]=[CH:26][CH:27]=[CH:28][CH:29]=1. The yield is 0.960.